Dataset: Reaction yield outcomes from USPTO patents with 853,638 reactions. Task: Predict the reaction yield, written as a fraction of the theoretical maximum amount of product (1.0 means a 100% yield; for example, 0.34 means a 34% yield). (1) The reactants are [C:1]([N:8]1[CH2:13][CH2:12][NH:11][CH2:10][CH2:9]1)([O:3][C:4]([CH3:7])([CH3:6])[CH3:5])=[O:2].C([O-])([O-])=O.[K+].[K+].Br[CH2:21][CH2:22][C:23]#[CH:24]. The catalyst is C(#N)C.O. The product is [CH2:24]([N:11]1[CH2:10][CH2:9][N:8]([C:1]([O:3][C:4]([CH3:7])([CH3:6])[CH3:5])=[O:2])[CH2:13][CH2:12]1)[CH2:23][C:22]#[CH:21]. The yield is 0.860. (2) The reactants are Br[CH2:2][C:3]1[NH:8][C:7]([C:9]2[N:14]=[CH:13][CH:12]=[CH:11][N:10]=2)=[N:6][CH:5]([C:15]2[CH:20]=[CH:19][C:18]([Cl:21])=[CH:17][C:16]=2[Cl:22])[C:4]=1[C:23]([O:25][CH2:26][CH3:27])=[O:24].Cl.[NH:29]1[CH2:34][CH2:33][O:32][CH:31]([C:35]([OH:37])=[O:36])[CH2:30]1. No catalyst specified. The product is [Cl:22][C:16]1[CH:17]=[C:18]([Cl:21])[CH:19]=[CH:20][C:15]=1[CH:5]1[N:6]=[C:7]([C:9]2[N:14]=[CH:13][CH:12]=[CH:11][N:10]=2)[NH:8][C:3]([CH2:2][N:29]2[CH2:34][CH2:33][O:32][CH:31]([C:35]([OH:37])=[O:36])[CH2:30]2)=[C:4]1[C:23]([O:25][CH2:26][CH3:27])=[O:24]. The yield is 0.560.